Dataset: Reaction yield outcomes from USPTO patents with 853,638 reactions. Task: Predict the reaction yield, written as a fraction of the theoretical maximum amount of product (1.0 means a 100% yield; for example, 0.34 means a 34% yield). (1) The reactants are [Cl:1][C:2]1[CH:29]=[CH:28][CH:27]=[CH:26][C:3]=1[C:4]([NH:6][C@H:7]1[C:15]2[C:10](=[CH:11][CH:12]=[C:13]([C:16]([N:18]([CH3:25])[CH:19]3[CH2:24][CH2:23][NH:22][CH2:21][CH2:20]3)=[O:17])[CH:14]=2)[CH2:9][CH2:8]1)=[O:5].Cl[C:31]1[CH:36]=[CH:35][N+:34]([O-:37])=[CH:33][CH:32]=1.CCN(C(C)C)C(C)C. The catalyst is C(O)C. The product is [Cl:1][C:2]1[CH:29]=[CH:28][CH:27]=[CH:26][C:3]=1[C:4]([NH:6][C@H:7]1[C:15]2[C:10](=[CH:11][CH:12]=[C:13]([C:16]([N:18]([CH3:25])[CH:19]3[CH2:20][CH2:21][N:22]([C:31]4[CH:36]=[CH:35][N+:34]([O-:37])=[CH:33][CH:32]=4)[CH2:23][CH2:24]3)=[O:17])[CH:14]=2)[CH2:9][CH2:8]1)=[O:5]. The yield is 0.180. (2) The reactants are FC1C=CC=CC=1CN1C=C(C2C3C(=NC=C(C4C=C(NS(C)(=O)=O)C=CC=4)C=3)NC=2)C=N1.Br[C:35]1[CH:36]=[C:37]2[C:43]([C:44]3[C:45]([CH3:58])=[N:46][N:47]([CH2:50][C:51]4[CH:56]=[CH:55][CH:54]=[C:53]([F:57])[CH:52]=4)[C:48]=3[CH3:49])=[CH:42][N:41]([S:59]([C:62]3[CH:68]=[CH:67][C:65]([CH3:66])=[CH:64][CH:63]=3)(=[O:61])=[O:60])[C:38]2=[N:39][CH:40]=1.[CH3:69][N:70]([CH3:95])[CH2:71][CH2:72][CH2:73][O:74][C:75]1[CH:80]=[CH:79][C:78](B2OC(C)(C)C(C)(C)O2)=[CH:77][C:76]=1[NH:90][S:91]([CH3:94])(=[O:93])=[O:92].C(=O)([O-])[O-].[Na+].[Na+]. The catalyst is COCCOC.O. The product is [CH3:95][N:70]([CH3:69])[CH2:71][CH2:72][CH2:73][O:74][C:75]1[CH:80]=[CH:79][C:78]([C:35]2[CH:36]=[C:37]3[C:43]([C:44]4[C:45]([CH3:58])=[N:46][N:47]([CH2:50][C:51]5[CH:56]=[CH:55][CH:54]=[C:53]([F:57])[CH:52]=5)[C:48]=4[CH3:49])=[CH:42][N:41]([S:59]([C:62]4[CH:63]=[CH:64][C:65]([CH3:66])=[CH:67][CH:68]=4)(=[O:60])=[O:61])[C:38]3=[N:39][CH:40]=2)=[CH:77][C:76]=1[NH:90][S:91]([CH3:94])(=[O:93])=[O:92]. The yield is 0.120. (3) The reactants are [OH:1]OS([O-])=O.[K+].C([CH:9]([CH2:13][C:14]1[CH:15]=[N:16][C:17]([CH3:23])=[C:18]([OH:22])[C:19]=1[CH:20]=[O:21])[C:10]([OH:12])=[O:11])C. The catalyst is CN(C=O)C.C(#N)C. The product is [C:10]([CH2:9][CH2:13][C:14]1[C:19]([C:20]([OH:21])=[O:1])=[C:18]([OH:22])[C:17]([CH3:23])=[N:16][CH:15]=1)([OH:12])=[O:11]. The yield is 0.477. (4) The reactants are [N:1]1([C:7]2[CH:15]=[CH:14][C:10]([C:11]([OH:13])=[O:12])=[CH:9][CH:8]=2)[CH2:6][CH2:5][O:4][CH2:3][CH2:2]1.C(=O)([O-])[O-].[Pb+2].[I-].[C:22]1([S+:28]([C:35]2[CH:40]=[CH:39][CH:38]=[CH:37][CH:36]=2)[C:29]2[CH:34]=[CH:33][CH:32]=[CH:31][CH:30]=2)[CH:27]=[CH:26][CH:25]=[CH:24][CH:23]=1. The catalyst is CO. The product is [N:1]1([C:7]2[CH:8]=[CH:9][C:10]([C:11]([O-:13])=[O:12])=[CH:14][CH:15]=2)[CH2:2][CH2:3][O:4][CH2:5][CH2:6]1.[C:35]1([S+:28]([C:22]2[CH:23]=[CH:24][CH:25]=[CH:26][CH:27]=2)[C:29]2[CH:34]=[CH:33][CH:32]=[CH:31][CH:30]=2)[CH:36]=[CH:37][CH:38]=[CH:39][CH:40]=1. The yield is 0.830. (5) The reactants are Br[C:2]1[CH:3]=[C:4]2[C:24]([C:25]3([C:38]4[CH:37]=[CH:36][CH:35]=[CH:34][C:33]=4[C:32]4[C:27]3=[CH:28][CH:29]=[CH:30][CH:31]=4)[CH:26]=1)=[C:7]1[CH:8]=[C:9]3[C:22](=[CH:23][C:6]1=[CH:5]2)[C:21]1[C:16](=[CH:17][CH:18]=[CH:19][CH:20]=1)[C:15]1[C:10]3=[CH:11][CH:12]=[CH:13][CH:14]=1.[B:39]1([B:39]2[O:43][C:42]([CH3:45])([CH3:44])[C:41]([CH3:47])([CH3:46])[O:40]2)[O:43][C:42]([CH3:45])([CH3:44])[C:41]([CH3:47])([CH3:46])[O:40]1.C([O-])(=O)C.[K+]. The catalyst is C1C=CC([P]([Pd]([P](C2C=CC=CC=2)(C2C=CC=CC=2)C2C=CC=CC=2)([P](C2C=CC=CC=2)(C2C=CC=CC=2)C2C=CC=CC=2)[P](C2C=CC=CC=2)(C2C=CC=CC=2)C2C=CC=CC=2)(C2C=CC=CC=2)C2C=CC=CC=2)=CC=1.O1CCOCC1. The product is [CH3:46][C:41]1([CH3:47])[C:42]([CH3:45])([CH3:44])[O:43][B:39]([C:2]2[CH:3]=[C:4]3[C:24]([C:25]4([C:38]5[CH:37]=[CH:36][CH:35]=[CH:34][C:33]=5[C:32]5[C:27]4=[CH:28][CH:29]=[CH:30][CH:31]=5)[CH:26]=2)=[C:7]2[CH:8]=[C:9]4[C:22](=[CH:23][C:6]2=[CH:5]3)[C:21]2[C:16](=[CH:17][CH:18]=[CH:19][CH:20]=2)[C:15]2[C:10]4=[CH:11][CH:12]=[CH:13][CH:14]=2)[O:40]1. The yield is 0.680.